From a dataset of Catalyst prediction with 721,799 reactions and 888 catalyst types from USPTO. Predict which catalyst facilitates the given reaction. (1) Reactant: [C:1]([O:5][C:6]1[CH:7]=[C:8]([C:12]2[C:13]3[CH2:26][CH2:25][NH:24][C:14]=3[N:15]=[C:16]([N:18]3[CH2:23][CH2:22][O:21][CH2:20][CH2:19]3)[N:17]=2)[CH:9]=[CH:10][CH:11]=1)([CH3:4])([CH3:3])[CH3:2].N1C=CC=CC=1.CN(C1C=CC=CN=1)C.[C:42](Cl)(=[O:49])[C:43]1[CH:48]=[CH:47][CH:46]=[CH:45][CH:44]=1. Product: [C:1]([O:5][C:6]1[CH:7]=[C:8]([C:12]2[C:13]3[CH2:26][CH2:25][N:24]([C:42]([C:43]4[CH:48]=[CH:47][CH:46]=[CH:45][CH:44]=4)=[O:49])[C:14]=3[N:15]=[C:16]([N:18]3[CH2:19][CH2:20][O:21][CH2:22][CH2:23]3)[N:17]=2)[CH:9]=[CH:10][CH:11]=1)([CH3:4])([CH3:2])[CH3:3]. The catalyst class is: 192. (2) Reactant: [CH2:1]([O:8][CH2:9][C:10]1[N:15]=[C:14]([NH2:16])[N:13]=[C:12]([NH2:17])[C:11]=1[C:18]1[CH:23]=[CH:22][C:21]([N+:24]([O-])=O)=[CH:20][CH:19]=1)[C:2]1[CH:7]=[CH:6][CH:5]=[CH:4][CH:3]=1.CCN(C(C)C)C(C)C.ClC(Cl)(O[C:40](=[O:46])OC(Cl)(Cl)Cl)Cl.[CH2:48]([NH2:55])[C:49]1[CH:54]=[CH:53][CH:52]=[CH:51][CH:50]=1. Product: [CH2:48]([NH:55][C:40]([NH:24][C:21]1[CH:22]=[CH:23][C:18]([C:11]2[C:12]([NH2:17])=[N:13][C:14]([NH2:16])=[N:15][C:10]=2[CH2:9][O:8][CH2:1][C:2]2[CH:7]=[CH:6][CH:5]=[CH:4][CH:3]=2)=[CH:19][CH:20]=1)=[O:46])[C:49]1[CH:54]=[CH:53][CH:52]=[CH:51][CH:50]=1. The catalyst class is: 1. (3) Reactant: [CH2:1]([N:8]1[C:13](=[O:14])[C:12]2[CH:15]=[CH:16][O:17][C:11]=2[N:10]=[C:9]1[CH:18]([NH:21][CH2:22][CH2:23][N:24]([CH3:26])[CH3:25])[CH2:19][CH3:20])[C:2]1[CH:7]=[CH:6][CH:5]=[CH:4][CH:3]=1.[Br:27][C:28]1[CH:35]=[CH:34][C:31]([CH:32]=O)=[CH:30][CH:29]=1.C([BH3-])#N.[Na+].O1CCCC1. Product: [CH2:1]([N:8]1[C:13](=[O:14])[C:12]2[CH:15]=[CH:16][O:17][C:11]=2[N:10]=[C:9]1[CH:18]([N:21]([CH2:32][C:31]1[CH:34]=[CH:35][C:28]([Br:27])=[CH:29][CH:30]=1)[CH2:22][CH2:23][N:24]([CH3:26])[CH3:25])[CH2:19][CH3:20])[C:2]1[CH:3]=[CH:4][CH:5]=[CH:6][CH:7]=1. The catalyst class is: 130. (4) The catalyst class is: 2. Product: [CH3:1][O:30][C:29](=[O:31])[CH2:28][CH2:27][CH2:26][CH:21]1[CH2:22][CH2:23][CH2:24][CH2:25][N:20]1[C:18]([O:17][C:13]([CH3:16])([CH3:14])[CH3:15])=[O:19]. Reactant: [C:1](N1C=CN=C1)(N1C=CN=C1)=O.[C:13]([O:17][C:18]([N:20]1[CH2:25][CH2:24][CH2:23][CH2:22][CH:21]1[CH2:26][CH2:27][CH2:28][C:29]([OH:31])=[O:30])=[O:19])([CH3:16])([CH3:15])[CH3:14].CO. (5) Reactant: [CH:1]1([N:6]2[C:15]3[N:14]=[C:13]([NH:16][C:17]4[CH:25]=[CH:24][C:20]([C:21](O)=[O:22])=[CH:19][C:18]=4[O:26][CH3:27])[N:12]=[CH:11][C:10]=3[N:9]([CH3:28])[CH2:8][C@H:7]2[CH:29]2[CH2:31][CH2:30]2)[CH2:5][CH2:4][CH2:3][CH2:2]1.F[B-](F)(F)F.N1(OC(N(C)C)=[N+](C)C)C2C=CC=CC=2N=N1.[CH3:54][N:55]1[CH2:60][CH2:59][CH:58]([NH2:61])[CH2:57][CH2:56]1.CCN(C(C)C)C(C)C. Product: [NH3:6].[CH:1]1([N:6]2[C:15]3[N:14]=[C:13]([NH:16][C:17]4[CH:25]=[CH:24][C:20]([C:21]([NH:61][CH:58]5[CH2:59][CH2:60][N:55]([CH3:54])[CH2:56][CH2:57]5)=[O:22])=[CH:19][C:18]=4[O:26][CH3:27])[N:12]=[CH:11][C:10]=3[N:9]([CH3:28])[CH2:8][C@H:7]2[CH:29]2[CH2:30][CH2:31]2)[CH2:2][CH2:3][CH2:4][CH2:5]1. The catalyst class is: 3. (6) Reactant: [OH:1][CH:2]1[CH2:7][CH2:6][N:5]([C:8]([O:10][C:11]([CH3:14])([CH3:13])[CH3:12])=[O:9])[CH2:4][CH2:3]1.C(COC)OC.CC(C)([O-])C.[Na+].Br[CH2:28][C:29]1[CH:34]=[CH:33][C:32]([O:35][C:36]([F:39])([F:38])[F:37])=[CH:31][CH:30]=1. Product: [F:37][C:36]([F:38])([F:39])[O:35][C:32]1[CH:33]=[CH:34][C:29]([CH2:28][O:1][CH:2]2[CH2:3][CH2:4][N:5]([C:8]([O:10][C:11]([CH3:14])([CH3:13])[CH3:12])=[O:9])[CH2:6][CH2:7]2)=[CH:30][CH:31]=1. The catalyst class is: 6. (7) Reactant: [OH:1][C:2]1[CH:7]=[CH:6][C:5]([N:8]2[C:12]([C:13]3[CH:18]=[CH:17][CH:16]=[CH:15][CH:14]=3)=[CH:11][CH:10]=[C:9]2[CH2:19][CH2:20][C:21]([OH:23])=[O:22])=[CH:4][C:3]=1[C:24](OC)=[O:25].[Li+].[BH4-]. Product: [OH:1][C:2]1[CH:7]=[CH:6][C:5]([N:8]2[C:12]([C:13]3[CH:18]=[CH:17][CH:16]=[CH:15][CH:14]=3)=[CH:11][CH:10]=[C:9]2[CH2:19][CH2:20][C:21]([OH:23])=[O:22])=[CH:4][C:3]=1[CH2:24][OH:25]. The catalyst class is: 1.